From a dataset of Reaction yield outcomes from USPTO patents with 853,638 reactions. Predict the reaction yield, written as a fraction of the theoretical maximum amount of product (1.0 means a 100% yield; for example, 0.34 means a 34% yield). (1) The reactants are [NH:1]1[CH2:7][C:5](=[O:6])[NH:4][C:2]1=[O:3].[CH:8]1([NH:11][C:12]2[N:17]3[N:18]=[CH:19][C:20]([CH:21]=O)=[C:16]3[N:15]=[C:14]([N:23]3[CH2:28][CH2:27][N:26]([C:29]4[N:36]=[CH:35][CH:34]=[CH:33][C:30]=4[C:31]#[N:32])[CH2:25][CH2:24]3)[CH:13]=2)[CH2:10][CH2:9]1.N1CCCCC1. The catalyst is C(O)C.O. The product is [CH:8]1([NH:11][C:12]2[N:17]3[N:18]=[CH:19][C:20]([CH:21]=[C:7]4[C:5](=[O:6])[NH:4][C:2](=[O:3])[NH:1]4)=[C:16]3[N:15]=[C:14]([N:23]3[CH2:28][CH2:27][N:26]([C:29]4[N:36]=[CH:35][CH:34]=[CH:33][C:30]=4[C:31]#[N:32])[CH2:25][CH2:24]3)[CH:13]=2)[CH2:9][CH2:10]1. The yield is 0.210. (2) The reactants are [Cl:1][C:2]1[N:7]=[C:6]([NH:8][CH3:9])[CH:5]=[C:4]([CH3:10])[N:3]=1.[NH2:11][C@@H:12]1[CH2:17][CH2:16][C@H:15]([NH:18][C:19](=[O:31])[C:20]2[CH:25]=[CH:24][C:23]([O:26][C:27]([F:30])([F:29])[F:28])=[CH:22][CH:21]=2)[CH2:14][CH2:13]1.CCN(C(C)C)C(C)C.Cl. The catalyst is CC(O)C.C(Cl)Cl.C(OCC)C. The product is [ClH:1].[CH3:10][C:4]1[CH:5]=[C:6]([NH:8][CH3:9])[N:7]=[C:2]([NH:11][C@@H:12]2[CH2:13][CH2:14][C@H:15]([NH:18][C:19](=[O:31])[C:20]3[CH:25]=[CH:24][C:23]([O:26][C:27]([F:29])([F:30])[F:28])=[CH:22][CH:21]=3)[CH2:16][CH2:17]2)[N:3]=1. The yield is 0.890. (3) The reactants are C(=O)([O-])[O-].[Cs+].[Cs+].[CH2:7](Br)[C:8]1[CH:13]=[CH:12][CH:11]=[CH:10][CH:9]=1.[C:15]([O:19][C:20]([NH:22][C@@:23]1([C:34]([OH:36])=[O:35])[CH2:30][C:27]2([CH2:29][CH2:28]2)[C@@H:26]2[C@H:24]1[C@H:25]2[C:31]([OH:33])=[O:32])=[O:21])([CH3:18])([CH3:17])[CH3:16]. The catalyst is CN(C)C=O. The product is [C:15]([O:19][C:20]([NH:22][C@@:23]1([C:34]([O:36][CH2:7][C:8]2[CH:13]=[CH:12][CH:11]=[CH:10][CH:9]=2)=[O:35])[CH2:30][C:27]2([CH2:29][CH2:28]2)[C@@H:26]2[C@H:24]1[C@H:25]2[C:31]([O:33][CH2:7][C:8]1[CH:13]=[CH:12][CH:11]=[CH:10][CH:9]=1)=[O:32])=[O:21])([CH3:18])([CH3:16])[CH3:17]. The yield is 0.680. (4) The reactants are C([O:3][C:4](=O)[CH2:5][C:6]1([CH2:22][CH3:23])[C:11]2[NH:12][C:13]3[C:18]([C:10]=2[CH2:9][CH2:8][O:7]1)=[CH:17][C:16]([Br:19])=[CH:15][C:14]=3[CH2:20][CH3:21])C.[BH4-].[Li+]. The catalyst is O1CCCC1. The product is [Br:19][C:16]1[CH:17]=[C:18]2[C:13](=[C:14]([CH2:20][CH3:21])[CH:15]=1)[NH:12][C:11]1[C:6]([CH2:5][CH2:4][OH:3])([CH2:22][CH3:23])[O:7][CH2:8][CH2:9][C:10]2=1. The yield is 0.820.